From a dataset of Reaction yield outcomes from USPTO patents with 853,638 reactions. Predict the reaction yield, written as a fraction of the theoretical maximum amount of product (1.0 means a 100% yield; for example, 0.34 means a 34% yield). (1) The reactants are [CH:1]1([NH2:7])[CH2:6][CH2:5][CH2:4][CH2:3][CH2:2]1.C([O:10][C:11]([C:13]1[C:14](=[O:25])[N:15]([CH3:24])[C:16]2[C:21]([C:22]=1[OH:23])=[CH:20][CH:19]=[CH:18][CH:17]=2)=O)C. The catalyst is C1(C)C=CC=CC=1.O. The product is [CH:1]1([NH:7][C:11]([C:13]2[C:14](=[O:25])[N:15]([CH3:24])[C:16]3[C:21]([C:22]=2[OH:23])=[CH:20][CH:19]=[CH:18][CH:17]=3)=[O:10])[CH2:6][CH2:5][CH2:4][CH2:3][CH2:2]1. The yield is 0.700. (2) The reactants are [OH-].[Na+].C([O:6][CH2:7][CH2:8][C:9]([F:18])([F:17])[C:10]1[CH:15]=[CH:14][C:13]([F:16])=[CH:12][CH:11]=1)(=O)C.CCCCCC.CC(=O)OCC. The catalyst is CCO. The product is [F:18][C:9]([F:17])([C:10]1[CH:15]=[CH:14][C:13]([F:16])=[CH:12][CH:11]=1)[CH2:8][CH2:7][OH:6]. The yield is 0.710.